From a dataset of Forward reaction prediction with 1.9M reactions from USPTO patents (1976-2016). Predict the product of the given reaction. (1) Given the reactants [I:1][C:2]1[NH:6][C:5]([C:7]2(C)[CH2:10][O:9][CH2:8]2)=[N:4][C:3]=1[CH3:12].CC1N=C(C2COC2)NC=1.CC1N=C(C2(C)COC2)NC=1, predict the reaction product. The product is: [I:1][C:2]1[NH:6][C:5]([CH:7]2[CH2:10][O:9][CH2:8]2)=[N:4][C:3]=1[CH3:12]. (2) Given the reactants [Si:1]([O:8][C:9]1[CH:10]=[CH:11][CH:12]=[C:13]2[C:18]=1[N:17]=[C:16]([C:19](F)(F)F)[CH:15]=[CH:14]2)([C:4]([CH3:7])([CH3:6])[CH3:5])([CH3:3])[CH3:2].BrN1C(=O)CCC1=O, predict the reaction product. The product is: [Si:1]([O:8][C:9]1[CH:10]=[CH:11][CH:12]=[C:13]2[C:18]=1[N:17]=[C:16]([CH3:19])[CH:15]=[CH:14]2)([C:4]([CH3:7])([CH3:6])[CH3:5])([CH3:2])[CH3:3]. (3) Given the reactants C(O[C:4]([C:6]1[CH:11]=[C:10]([C:12]#[N:13])[CH:9]=[C:8]([CH3:14])[N:7]=1)=[O:5])C.[F:15][C:16]1[CH:22]=[CH:21][C:19]([NH2:20])=[CH:18][CH:17]=1, predict the reaction product. The product is: [F:15][C:16]1[CH:22]=[CH:21][C:19]([NH:20][C:4]([C:6]2[CH:11]=[C:10]([C:12]#[N:13])[CH:9]=[C:8]([CH3:14])[N:7]=2)=[O:5])=[CH:18][CH:17]=1. (4) Given the reactants C([O:3][C:4](=[O:36])[CH2:5][O:6][C:7]1[CH:12]=[CH:11][C:10]([S:13][C:14]2[CH:19]=[C:18]([C:20]#[C:21][CH2:22][N:23]3[CH2:28][CH2:27][O:26][CH2:25][CH2:24]3)[CH:17]=[C:16]([O:29][CH:30]3[CH2:34][CH2:33][CH2:32][CH2:31]3)[CH:15]=2)=[CH:9][C:8]=1[CH3:35])C.[OH-].[Na+].Cl, predict the reaction product. The product is: [CH:30]1([O:29][C:16]2[CH:15]=[C:14]([S:13][C:10]3[CH:11]=[CH:12][C:7]([O:6][CH2:5][C:4]([OH:36])=[O:3])=[C:8]([CH3:35])[CH:9]=3)[CH:19]=[C:18]([C:20]#[C:21][CH2:22][N:23]3[CH2:28][CH2:27][O:26][CH2:25][CH2:24]3)[CH:17]=2)[CH2:31][CH2:32][CH2:33][CH2:34]1.